This data is from Tyrosyl-DNA phosphodiesterase HTS with 341,365 compounds. The task is: Binary Classification. Given a drug SMILES string, predict its activity (active/inactive) in a high-throughput screening assay against a specified biological target. (1) The compound is O1C(CN(C(C(=O)NC2CCCCC2)(CC)C)C(=O)c2ncccc2)CCC1. The result is 0 (inactive). (2) The drug is Clc1c(c2noc(c2C(=O)c2ccccc2)C)c(Cl)ccc1. The result is 0 (inactive). (3) The drug is FC12C(C3C(C(O)(C(OC(=O)C)C3)C(=O)COC(=O)C)(CC1O)C)CCC=1C2(C)C=CC(=O)C1. The result is 0 (inactive). (4) The drug is s1c(NC(=O)C2CN(C(=O)C2)Cc2occc2)nnc1CC. The result is 0 (inactive). (5) The molecule is S(Oc1ccccc1)(=O)(=O)c1c(=O)n(c(=O)n(c1)C)C. The result is 0 (inactive). (6) The molecule is S=C(N1CCN(CC1)C(=O)C1OCCC1)Nc1ccc([N+]([O-])=O)cc1. The result is 0 (inactive). (7) The compound is Clc1cc(C(=O)c2cn(CCc3ccccc3)c(=O)c(c2)C(=O)NCCc2ccccc2)c(O)cc1. The result is 0 (inactive).